This data is from Forward reaction prediction with 1.9M reactions from USPTO patents (1976-2016). The task is: Predict the product of the given reaction. (1) Given the reactants Br[C:2]1[CH:3]=[C:4]([C:25](=[O:37])[NH:26][CH2:27][C:28]2[C:29](=[O:36])[NH:30][C:31]([CH3:35])=[CH:32][C:33]=2[CH3:34])[C:5]([CH3:24])=[C:6]([N:8]([CH2:22][CH3:23])[CH:9]2[CH2:14][CH2:13][N:12]([C:15]([O:17][C:18]([CH3:21])([CH3:20])[CH3:19])=[O:16])[CH2:11][CH2:10]2)[CH:7]=1.B(O)O.C([O-])([O-])=O.[Na+].[Na+].O1[CH2:52][CH2:51][O:50][CH2:49][CH2:48]1.O, predict the reaction product. The product is: [CH3:34][C:33]1[CH:32]=[C:31]([CH3:35])[NH:30][C:29](=[O:36])[C:28]=1[CH2:27][NH:26][C:25]([C:4]1[C:5]([CH3:24])=[C:6]([N:8]([CH2:22][CH3:23])[CH:9]2[CH2:10][CH2:11][N:12]([C:15]([O:17][C:18]([CH3:20])([CH3:21])[CH3:19])=[O:16])[CH2:13][CH2:14]2)[CH:7]=[C:2]([C:7]2[CH:6]=[CH:5][C:4]([CH2:25][N:26]3[CH2:52][CH2:51][O:50][CH2:49][CH2:48]3)=[CH:3][CH:2]=2)[CH:3]=1)=[O:37]. (2) The product is: [CH2:8]=[CH:9][CH2:10][CH2:11][O:4][CH2:3][CH2:2][CH2:1][OH:5]. Given the reactants [CH2:1]([OH:5])[CH2:2][CH2:3][OH:4].[OH-].[K+].[CH2:8]=[CH:9][CH2:10][CH2:11]OS(C1C=CC(C)=CC=1)(=O)=O.Cl, predict the reaction product. (3) Given the reactants [H-].[Na+].[Br:3][C:4]1[CH:5]=[CH:6][C:7]([O:13][CH2:14][CH2:15]Br)=[C:8]([C:10](=[O:12])[CH3:11])[CH:9]=1, predict the reaction product. The product is: [Br:3][C:4]1[CH:5]=[CH:6][C:7]2[O:13][CH2:14][CH2:15][CH2:11][C:10](=[O:12])[C:8]=2[CH:9]=1. (4) Given the reactants [F:1][C:2]1[C:7]([S:8](C)=O)=[CH:6][C:5]([CH3:11])=[CH:4][C:3]=1[O:12][CH3:13].C(OC(C(F)(F)F)=O)(C(F)(F)F)=O, predict the reaction product. The product is: [F:1][C:2]1[C:3]([O:12][CH3:13])=[CH:4][C:5]([CH3:11])=[CH:6][C:7]=1[SH:8]. (5) Given the reactants [NH2:1][C@H:2]1[CH2:7][CH2:6][N:5]([C:8]([O:10][C:11]([CH3:14])([CH3:13])[CH3:12])=[O:9])[CH2:4][C@H:3]1[O:15][CH2:16][C:17]1[CH:22]=[CH:21][CH:20]=[CH:19][CH:18]=1.[NH:23]1[CH:27]=[CH:26][N:25]=[C:24]1[C:28](O)=[O:29].CCN=C=NCCCN(C)C, predict the reaction product. The product is: [CH2:16]([O:15][C@H:3]1[C@@H:2]([NH:1][C:28]([C:24]2[NH:23][CH:27]=[CH:26][N:25]=2)=[O:29])[CH2:7][CH2:6][N:5]([C:8]([O:10][C:11]([CH3:14])([CH3:13])[CH3:12])=[O:9])[CH2:4]1)[C:17]1[CH:18]=[CH:19][CH:20]=[CH:21][CH:22]=1. (6) The product is: [CH3:1][O:2][C:3]([C:5]([CH3:47])([CH3:48])[CH2:6][O:7][C:8]([N:10]1[C:19]2[C:14](=[N:15][C:16]([O:20][CH3:21])=[CH:17][CH:18]=2)[C@@H:13]([NH:22][C:23]2[N:28]=[C:27]([CH2:29][C:30]3[CH:31]=[C:32]([C:40]([F:42])([F:41])[F:43])[CH:33]=[C:34]([C:36]([F:38])([F:39])[F:37])[CH:35]=3)[C:26]([O:44][CH2:71][CH2:70][O:69][CH3:68])=[CH:25][N:24]=2)[CH2:12][C@H:11]1[CH2:45][CH3:46])=[O:9])=[O:4]. Given the reactants [CH3:1][O:2][C:3]([C:5]([CH3:48])([CH3:47])[CH2:6][O:7][C:8]([N:10]1[C:19]2[C:14](=[N:15][C:16]([O:20][CH3:21])=[CH:17][CH:18]=2)[C@@H:13]([NH:22][C:23]2[N:28]=[C:27]([CH2:29][C:30]3[CH:35]=[C:34]([C:36]([F:39])([F:38])[F:37])[CH:33]=[C:32]([C:40]([F:43])([F:42])[F:41])[CH:31]=3)[C:26]([OH:44])=[CH:25][N:24]=2)[CH2:12][C@H:11]1[CH2:45][CH3:46])=[O:9])=[O:4].C1(P(C2C=CC=CC=2)C2C=CC=CC=2)C=CC=CC=1.[CH3:68][O:69][CH2:70][CH2:71]O.CCOC(/N=N/C(OCC)=O)=O, predict the reaction product.